Dataset: Full USPTO retrosynthesis dataset with 1.9M reactions from patents (1976-2016). Task: Predict the reactants needed to synthesize the given product. (1) Given the product [CH3:19][O:20][C:21]1[CH:22]=[CH:23][C:24]([N:27]2[CH:31]=[CH:30][C:29]([O:32][CH2:2][C:3]3[C:8]([O:9][CH2:10][CH3:11])=[CH:7][CH:6]=[CH:5][C:4]=3[N:12]3[C:16](=[O:17])[N:15]([CH3:18])[N:14]=[N:13]3)=[N:28]2)=[CH:25][CH:26]=1, predict the reactants needed to synthesize it. The reactants are: Br[CH2:2][C:3]1[C:8]([O:9][CH2:10][CH3:11])=[CH:7][CH:6]=[CH:5][C:4]=1[N:12]1[C:16](=[O:17])[N:15]([CH3:18])[N:14]=[N:13]1.[CH3:19][O:20][C:21]1[CH:26]=[CH:25][C:24]([N:27]2[CH:31]=[CH:30][C:29]([OH:32])=[N:28]2)=[CH:23][CH:22]=1.C(=O)([O-])[O-].[K+].[K+].C(#N)C. (2) Given the product [Br:15][C:16]1[N:21]2[CH:22]=[C:23]([CH:25]([C:2]3[CH:7]=[CH:6][CH:5]=[C:4]([C:8]([F:11])([F:10])[F:9])[CH:3]=3)[OH:26])[N:24]=[C:20]2[CH:19]=[CH:18][CH:17]=1, predict the reactants needed to synthesize it. The reactants are: Br[C:2]1[CH:7]=[CH:6][CH:5]=[C:4]([C:8]([F:11])([F:10])[F:9])[CH:3]=1.[Mg].II.[Br:15][C:16]1[N:21]2[CH:22]=[C:23]([CH:25]=[O:26])[N:24]=[C:20]2[CH:19]=[CH:18][CH:17]=1.[Cl-].[NH4+]. (3) Given the product [Cl:28][C:18]1[CH:17]=[C:16]([CH:11]2[C:10]([CH3:29])([CH3:30])[CH2:9][C:8]3[C:13](=[CH:14][CH:15]=[C:6]([C:4]([OH:5])=[O:3])[CH:7]=3)[NH:12]2)[CH:21]=[C:20]([N:22]2[CH2:27][CH2:26][O:25][CH2:24][CH2:23]2)[CH:19]=1, predict the reactants needed to synthesize it. The reactants are: C([O:3][C:4]([C:6]1[CH:7]=[C:8]2[C:13](=[CH:14][CH:15]=1)[NH:12][CH:11]([C:16]1[CH:21]=[C:20]([N:22]3[CH2:27][CH2:26][O:25][CH2:24][CH2:23]3)[CH:19]=[C:18]([Cl:28])[CH:17]=1)[C:10]([CH3:30])([CH3:29])[CH2:9]2)=[O:5])C.O.[OH-].[Li+].O.Cl. (4) Given the product [C:27]([O:26][C:24]([N:15]1[CH2:20][CH2:19][C:18]2[NH:2][C:4]3[CH:12]=[CH:11][C:7]([C:8]([OH:10])=[O:9])=[CH:6][C:5]=3[C:17]=2[CH2:16]1)=[O:25])([CH3:30])([CH3:29])[CH3:28], predict the reactants needed to synthesize it. The reactants are: Cl.[NH:2]([C:4]1[CH:12]=[CH:11][C:7]([C:8]([OH:10])=[O:9])=[CH:6][CH:5]=1)N.Cl.O.[NH:15]1[CH2:20][CH2:19][C:18](=O)[CH2:17][CH2:16]1.[OH-].[Na+].[C:24](O[C:24]([O:26][C:27]([CH3:30])([CH3:29])[CH3:28])=[O:25])([O:26][C:27]([CH3:30])([CH3:29])[CH3:28])=[O:25]. (5) The reactants are: Cl[C:2]1[CH:7]=[CH:6][CH:5]=[CH:4][N+:3]=1[O-:8].[NH2:9][CH:10]1[CH2:15][CH2:14][N:13]([C:16]2[CH:38]=[CH:37][C:19]([CH2:20][C@@H:21]([C:33]([O:35][CH3:36])=[O:34])[NH:22][C:23](=[O:32])[C:24]3[C:29]([Cl:30])=[CH:28][CH:27]=[CH:26][C:25]=3[Cl:31])=[CH:18][CH:17]=2)[CH2:12][CH2:11]1.C(=O)([O-])[O-].[Na+].[Na+].[I-].[K+]. Given the product [Cl:31][C:25]1[CH:26]=[CH:27][CH:28]=[C:29]([Cl:30])[C:24]=1[C:23]([NH:22][C@H:21]([C:33]([O:35][CH2:36][CH2:18][CH:19]([CH3:37])[CH3:20])=[O:34])[CH2:20][C:19]1[CH:18]=[CH:17][C:16]([N:13]2[CH2:12][CH2:11][CH:10]([NH:9][C:2]3[CH:7]=[CH:6][CH:5]=[CH:4][N+:3]=3[O-:8])[CH2:15][CH2:14]2)=[CH:38][CH:37]=1)=[O:32], predict the reactants needed to synthesize it. (6) The reactants are: Br[C:2]1[CH:7]=[CH:6][C:5]([CH2:8][OH:9])=[C:4]([F:10])[CH:3]=1.[CH3:11][N:12]1[CH:16]=[C:15](B2OC(C)(C)C(C)(C)O2)[CH:14]=[N:13]1.O.C(=O)([O-])[O-].[Na+].[Na+]. Given the product [F:10][C:4]1[CH:3]=[C:2]([C:15]2[CH:14]=[N:13][N:12]([CH3:11])[CH:16]=2)[CH:7]=[CH:6][C:5]=1[CH2:8][OH:9], predict the reactants needed to synthesize it. (7) Given the product [CH3:35][O:34][C:23]1[CH:22]=[C:21]([C:19]([N:10]2[C:11]3[CH:18]=[CH:17][CH:16]=[CH:15][C:12]=3[CH2:13][N:14]3[C:5]([C:3]([NH:43][CH2:42][C:41]4[CH:44]=[CH:45][CH:46]=[CH:47][C:40]=4[C:39]([F:48])([F:49])[F:38])=[O:4])=[CH:6][CH:7]=[C:8]3[CH2:9]2)=[O:20])[CH:26]=[CH:25][C:24]=1[C:27]1[CH:32]=[CH:31][CH:30]=[CH:29][C:28]=1[CH3:33], predict the reactants needed to synthesize it. The reactants are: ClC(Cl)(Cl)[C:3]([C:5]1[N:14]2[C:8]([CH2:9][N:10]([C:19]([C:21]3[CH:26]=[CH:25][C:24]([C:27]4[CH:32]=[CH:31][CH:30]=[CH:29][C:28]=4[CH3:33])=[C:23]([O:34][CH3:35])[CH:22]=3)=[O:20])[C:11]3[CH:18]=[CH:17][CH:16]=[CH:15][C:12]=3[CH2:13]2)=[CH:7][CH:6]=1)=[O:4].[F:38][C:39]([F:49])([F:48])[C:40]1[CH:47]=[CH:46][CH:45]=[CH:44][C:41]=1[CH2:42][NH2:43]. (8) Given the product [F:25][C:2]1[N:11]=[CH:10][C:9]2[C:8](=[O:12])[NH:7][CH:6]=[N:5][C:4]=2[CH:3]=1, predict the reactants needed to synthesize it. The reactants are: N[C:2]1[N:11]=[CH:10][C:9]2[C:8](=[O:12])[NH:7][CH:6]=[N:5][C:4]=2[CH:3]=1.N([O-])=O.[Na+].C([O-])([O-])=O.[Na+].[Na+].[H+].[B-](F)(F)(F)[F:25].